Dataset: Catalyst prediction with 721,799 reactions and 888 catalyst types from USPTO. Task: Predict which catalyst facilitates the given reaction. (1) Reactant: C1(P(C2CCCCC2)C2C=CC=CC=2C2C(C(C)C)=CC(C(C)C)=CC=2C(C)C)CCCCC1.[O:35]1[CH2:40][CH2:39][N:38]([C:41]2[N:46]=[C:45]([NH2:47])[CH:44]=[CH:43][CH:42]=2)[CH2:37][CH2:36]1.Cl[C:49]1[C:58]2[C:53](=[CH:54][C:55]([F:60])=[CH:56][C:57]=2[F:59])[N:52]=[C:51]([N:61]2[CH2:66][CH2:65][N:64]([C:67]([O:69][C:70]([CH3:73])([CH3:72])[CH3:71])=[O:68])[CH2:63][CH2:62]2)[C:50]=1[CH3:74].CC(C)([O-])C.[Na+]. Product: [F:59][C:57]1[CH:56]=[C:55]([F:60])[CH:54]=[C:53]2[C:58]=1[C:49]([NH:47][C:45]1[CH:44]=[CH:43][CH:42]=[C:41]([N:38]3[CH2:39][CH2:40][O:35][CH2:36][CH2:37]3)[N:46]=1)=[C:50]([CH3:74])[C:51]([N:61]1[CH2:66][CH2:65][N:64]([C:67]([O:69][C:70]([CH3:72])([CH3:71])[CH3:73])=[O:68])[CH2:63][CH2:62]1)=[N:52]2. The catalyst class is: 101. (2) Reactant: [CH:1]1([CH2:4][O:5][C:6]2[CH:11]=[C:10]([CH3:12])[C:9]([N+:13]([O-])=O)=[CH:8][C:7]=2[CH3:16])[CH2:3][CH2:2]1.C(O)(=O)C. Product: [CH:1]1([CH2:4][O:5][C:6]2[C:7]([CH3:16])=[CH:8][C:9]([NH2:13])=[C:10]([CH3:12])[CH:11]=2)[CH2:2][CH2:3]1. The catalyst class is: 150. (3) Reactant: [Cl:1][C:2]1[CH:10]=[CH:9][C:8](F)=[CH:7][C:3]=1[C:4]([OH:6])=O.CN(C(ON1N=NC2C=CC=CC1=2)=[N+](C)C)C.[B-](F)(F)(F)[F:30].[O:34]1[CH2:39][CH2:38][NH:37][C:36]2[N:40]=[C:41]([CH2:44][CH2:45][O:46][C:47]3[CH:59]=[CH:58][C:50]([CH2:51][C@@H:52]([C:54]([O:56]C)=[O:55])[NH2:53])=[CH:49][CH:48]=3)[CH:42]=[CH:43][C:35]1=2.[Li+].[OH-]. Product: [Cl:1][C:2]1[CH:10]=[CH:9][CH:8]=[C:7]([F:30])[C:3]=1[C:4]([NH:53][C@H:52]([C:54]([OH:56])=[O:55])[CH2:51][C:50]1[CH:58]=[CH:59][C:47]([O:46][CH2:45][CH2:44][C:41]2[CH:42]=[CH:43][C:35]3[O:34][CH2:39][CH2:38][NH:37][C:36]=3[N:40]=2)=[CH:48][CH:49]=1)=[O:6]. The catalyst class is: 18. (4) Reactant: Cl[C:2]1[N:7]=[N:6][C:5]2[CH2:8][CH2:9][CH2:10][CH2:11][CH2:12][CH2:13][C:4]=2[CH:3]=1.[NH2:14][NH2:15]. Product: [NH:14]([C:2]1[N:7]=[N:6][C:5]2[CH2:8][CH2:9][CH2:10][CH2:11][CH2:12][CH2:13][C:4]=2[CH:3]=1)[NH2:15]. The catalyst class is: 17. (5) Reactant: [Cl:1][C:2]1[C:10]2[N:9]=[C:8]3[N:11]([C:15]4[CH:20]=[CH:19][C:18]([Cl:21])=[CH:17][C:16]=4[Cl:22])[CH2:12][CH2:13][CH2:14][N:7]3[C:6]=2[C:5]([CH:23]([CH:25]2[CH2:27][CH2:26]2)O)=[CH:4][CH:3]=1.[CH3:28][O:29][CH2:30][C:31]([OH:33])=[O:32].[CH2:34](N(CC)CC)C.Cl.C(N=C=NCCCN(C)C)C.[Cl-].[NH4+]. Product: [CH3:28][O:29][CH2:30][C:31]([O:33][CH:23]([C:5]1[C:6]2[N:7]3[CH2:14][CH2:13][CH2:12][N:11]([C:15]4[CH:20]=[CH:19][C:18]([Cl:21])=[CH:17][C:16]=4[Cl:22])[C:8]3=[N:9][C:10]=2[C:2]([Cl:1])=[CH:3][CH:4]=1)[CH2:25][CH:26]1[CH2:27][CH2:34]1)=[O:32]. The catalyst class is: 367. (6) Reactant: Cl[C:2]1[CH:3]=[C:4]([NH:11][C@H:12]([C:14]2[N:15]([C:29]3[CH:34]=[CH:33][CH:32]=[CH:31][CH:30]=3)[C:16](=[O:28])[C:17]3[C:22]([CH:23]=2)=[CH:21][CH:20]=[CH:19][C:18]=3[C:24]([F:27])([F:26])[F:25])[CH3:13])[C:5]2[N:6]([CH:8]=[CH:9][N:10]=2)[N:7]=1.C(N(CC)CC)C. Product: [N:10]1[CH:9]=[CH:8][N:6]2[C:5]=1[C:4]([NH:11][C@H:12]([C:14]1[N:15]([C:29]3[CH:34]=[CH:33][CH:32]=[CH:31][CH:30]=3)[C:16](=[O:28])[C:17]3[C:22]([CH:23]=1)=[CH:21][CH:20]=[CH:19][C:18]=3[C:24]([F:26])([F:27])[F:25])[CH3:13])=[CH:3][CH:2]=[N:7]2. The catalyst class is: 19. (7) Reactant: [C:1]([NH:6][C:7]1[S:8][CH:9]=[C:10]([CH2:12][OH:13])[N:11]=1)(=[O:5])[CH:2]([CH3:4])[CH3:3]. Product: [CH:12]([C:10]1[N:11]=[C:7]([NH:6][C:1](=[O:5])[CH:2]([CH3:3])[CH3:4])[S:8][CH:9]=1)=[O:13]. The catalyst class is: 725.